This data is from Forward reaction prediction with 1.9M reactions from USPTO patents (1976-2016). The task is: Predict the product of the given reaction. Given the reactants [Cl:1][C:2]1[C:7]([F:8])=[CH:6][CH:5]=[C:4]([F:9])[C:3]=1[CH:10]([OH:14])[CH:11]([CH3:13])[CH3:12].Br[C:16]1[C:17]([NH2:23])=[N:18][CH:19]=[C:20]([Br:22])[N:21]=1, predict the reaction product. The product is: [Br:22][C:20]1[N:21]=[C:16]([O:14][CH:10]([C:3]2[C:4]([F:9])=[CH:5][CH:6]=[C:7]([F:8])[C:2]=2[Cl:1])[CH:11]([CH3:12])[CH3:13])[C:17]([NH2:23])=[N:18][CH:19]=1.